This data is from Full USPTO retrosynthesis dataset with 1.9M reactions from patents (1976-2016). The task is: Predict the reactants needed to synthesize the given product. (1) Given the product [CH2:12]([C:10]1[C:9]2[C:4](=[CH:5][CH:6]=[CH:7][CH:8]=2)[C:3](=[O:19])[N:2]([NH:1][C:29](=[O:30])[CH2:28][C:23]2[CH:22]=[C:21]([F:20])[CH:26]=[C:25]([F:27])[CH:24]=2)[N:11]=1)[C:13]1[CH:14]=[CH:15][CH:16]=[CH:17][CH:18]=1, predict the reactants needed to synthesize it. The reactants are: [NH2:1][N:2]1[N:11]=[C:10]([CH2:12][C:13]2[CH:18]=[CH:17][CH:16]=[CH:15][CH:14]=2)[C:9]2[C:4](=[CH:5][CH:6]=[CH:7][CH:8]=2)[C:3]1=[O:19].[F:20][C:21]1[CH:22]=[C:23]([CH2:28][C:29](O)=[O:30])[CH:24]=[C:25]([F:27])[CH:26]=1. (2) Given the product [O:31]=[C:27]1[CH2:28][CH2:29][CH2:30][N:26]1[C:10]1[CH:11]=[N:12][N:13]2[CH2:18][CH2:17][N:16]([C:19]([O:21][C:22]([CH3:25])([CH3:24])[CH3:23])=[O:20])[CH2:15][C:14]=12, predict the reactants needed to synthesize it. The reactants are: [O-]P([O-])([O-])=O.[K+].[K+].[K+].I[C:10]1[CH:11]=[N:12][N:13]2[CH2:18][CH2:17][N:16]([C:19]([O:21][C:22]([CH3:25])([CH3:24])[CH3:23])=[O:20])[CH2:15][C:14]=12.[NH:26]1[CH2:30][CH2:29][CH2:28][C:27]1=[O:31].CN[C@@H]1CCCC[C@H]1NC. (3) Given the product [ClH:25].[CH3:1][S:2]([C:5]1[CH:10]=[CH:9][C:8]([O:11][CH:12]2[CH2:17][CH2:16][NH:15][CH2:14][CH2:13]2)=[CH:7][CH:6]=1)(=[O:4])=[O:3], predict the reactants needed to synthesize it. The reactants are: [CH3:1][S:2]([C:5]1[CH:10]=[CH:9][C:8]([O:11][CH:12]2[CH2:17][CH2:16][N:15](C(OC(C)(C)C)=O)[CH2:14][CH2:13]2)=[CH:7][CH:6]=1)(=[O:4])=[O:3].[ClH:25]. (4) Given the product [NH4+:8].[OH-:5].[F:39][C:36]([F:37])([F:38])[C:32]1[CH:31]=[C:30]([NH:29][C:28]([N:24]2[C:25]3[C:21](=[CH:20][C:19]([O:18][C:14]4[C:15]5[CH2:16][CH2:17][N:8]([CH2:7][C:6]([OH:41])=[O:5])[CH2:9][C:10]=5[N:11]=[CH:12][N:13]=4)=[CH:27][CH:26]=3)[CH:22]=[CH:23]2)=[O:40])[CH:35]=[CH:34][CH:33]=1, predict the reactants needed to synthesize it. The reactants are: C([O:5][C:6](=[O:41])[CH2:7][N:8]1[CH2:17][CH2:16][C:15]2[C:14]([O:18][C:19]3[CH:20]=[C:21]4[C:25](=[CH:26][CH:27]=3)[N:24]([C:28](=[O:40])[NH:29][C:30]3[CH:35]=[CH:34][CH:33]=[C:32]([C:36]([F:39])([F:38])[F:37])[CH:31]=3)[CH:23]=[CH:22]4)=[N:13][CH:12]=[N:11][C:10]=2[CH2:9]1)(C)(C)C.C(O)(C(F)(F)F)=O.